From a dataset of Reaction yield outcomes from USPTO patents with 853,638 reactions. Predict the reaction yield, written as a fraction of the theoretical maximum amount of product (1.0 means a 100% yield; for example, 0.34 means a 34% yield). (1) The reactants are Br[C:2]1[CH:11]=[CH:10][C:9]2[C:4](=[CH:5][CH:6]=[C:7]([O:12][C@H:13]3[CH2:18][CH2:17][C@H:16]([C:19]([CH3:22])([CH3:21])[CH3:20])[CH2:15][CH2:14]3)[CH:8]=2)[CH:3]=1.C(P(C(C)(C)C)C1C=CC=CC=1C1C=CC=CC=1C)(C)(C)C.C(=O)([O-])[O-].[Cs+].[Cs+].COCCOC.[N+:57]([CH2:60][CH3:61])([O-:59])=[O:58]. The catalyst is C1C=CC(/C=C/C(/C=C/C2C=CC=CC=2)=O)=CC=1.C1C=CC(/C=C/C(/C=C/C2C=CC=CC=2)=O)=CC=1.C1C=CC(/C=C/C(/C=C/C2C=CC=CC=2)=O)=CC=1.[Pd].[Pd]. The product is [C:19]([C@H:16]1[CH2:15][CH2:14][C@H:13]([O:12][C:7]2[CH:6]=[CH:5][C:4]3[C:9](=[CH:10][CH:11]=[C:2]([CH:60]([N+:57]([O-:59])=[O:58])[CH3:61])[CH:3]=3)[CH:8]=2)[CH2:18][CH2:17]1)([CH3:22])([CH3:21])[CH3:20]. The yield is 0.580. (2) The reactants are [CH3:1][N:2]([CH3:22])[CH2:3][CH2:4][N:5]1[C:14]2[C:9](=[CH:10][C:11]([I:15])=[CH:12][CH:13]=2)[C:8](=[O:16])[C:7]([C:17]([O:19]CC)=[O:18])=[CH:6]1.[OH-].[K+]. The catalyst is CO. The product is [CH3:1][N:2]([CH3:22])[CH2:3][CH2:4][N:5]1[C:14]2[C:9](=[CH:10][C:11]([I:15])=[CH:12][CH:13]=2)[C:8](=[O:16])[C:7]([C:17]([OH:19])=[O:18])=[CH:6]1. The yield is 0.753.